This data is from Forward reaction prediction with 1.9M reactions from USPTO patents (1976-2016). The task is: Predict the product of the given reaction. (1) The product is: [C:13]([O:17][C:18](=[O:19])[CH2:20][C:9]1[C:10]2[S:1][CH:2]=[CH:3][C:4]=2[NH:5][C:6](=[O:12])[CH2:7][CH:8]=1)([CH3:16])([CH3:15])[CH3:14]. Given the reactants [S:1]1[C:10]2[C:9](=O)[CH2:8][CH2:7][C:6](=[O:12])[NH:5][C:4]=2[CH:3]=[CH:2]1.[C:13]([O:17][C:18]([CH:20]=P(C1C=CC=CC=1)(C1C=CC=CC=1)C1C=CC=CC=1)=[O:19])([CH3:16])([CH3:15])[CH3:14], predict the reaction product. (2) The product is: [Br:14][C:15]1[CH:16]=[C:17]2[C:19]([C:3]([OH:2])=[CH:4][CH:5]=[N:18]2)=[CH:20][C:21]=1[F:22]. Given the reactants C[O:2][CH:3]=[C:4]1C(=O)OC(C)(C)O[C:5]1=O.[Br:14][C:15]1[CH:16]=[C:17]([CH:19]=[CH:20][C:21]=1[F:22])[NH2:18].C(OCC)C, predict the reaction product. (3) Given the reactants [CH3:1][C:2]([CH3:39])([CH3:38])[C:3]([O:5][C:6]1[CH:11]=[CH:10][C:9]([C:12]([C:25]2[CH:30]=[CH:29][C:28]([O:31][C:32](=[O:37])[C:33]([CH3:36])([CH3:35])[CH3:34])=[CH:27][CH:26]=2)=[C:13]([C:18]2[CH:23]=[CH:22][CH:21]=[C:20]([OH:24])[CH:19]=2)[CH2:14][CH2:15][CH2:16][CH3:17])=[CH:8][CH:7]=1)=[O:4].C([O-])([O-])=O.[K+].[K+].O.Cl.Cl[CH2:49][CH2:50][N:51]1[CH2:55][CH2:54][CH2:53][CH2:52]1, predict the reaction product. The product is: [CH3:34][C:33]([CH3:36])([CH3:35])[C:32]([O:31][C:28]1[CH:27]=[CH:26][C:25]([C:12]([C:9]2[CH:8]=[CH:7][C:6]([O:5][C:3](=[O:4])[C:2]([CH3:38])([CH3:1])[CH3:39])=[CH:11][CH:10]=2)=[C:13]([C:18]2[CH:23]=[CH:22][CH:21]=[C:20]([O:24][CH2:49][CH2:50][N:51]3[CH2:55][CH2:54][CH2:53][CH2:52]3)[CH:19]=2)[CH2:14][CH2:15][CH2:16][CH3:17])=[CH:30][CH:29]=1)=[O:37]. (4) The product is: [CH2:1]([O:3][C:4](=[O:16])[C:5]#[C:6][CH2:7][CH2:8][OH:9])[CH3:2]. Given the reactants [CH2:1]([O:3][C:4](=[O:16])[C:5]#[C:6][CH2:7][CH2:8][O:9]C1CCCCO1)[CH3:2].C1(C)C=CC(S(O)(=O)=O)=CC=1, predict the reaction product. (5) Given the reactants [F:1][C:2]1[CH:9]=[CH:8][C:5]([CH2:6][NH2:7])=[CH:4][CH:3]=1.ClC(Cl)(O[C:14](=[O:20])OC(Cl)(Cl)Cl)Cl.[N-:22]=[C:23]=O.[CH3:25][N:26]([CH:28]=[O:29])C, predict the reaction product. The product is: [F:1][C:2]1[CH:9]=[CH:8][C:5]([CH2:6][NH:7][C:28]([NH:26][C:25]2[C:23]3[NH:22][C:14](=[O:20])[NH:7][C:6]=3[CH:5]=[CH:4][CH:3]=2)=[O:29])=[CH:4][CH:3]=1. (6) Given the reactants [CH3:1][O:2][C:3]([CH:5]1[CH2:10][CH:9]([OH:11])[CH2:8][CH:7]([C:12]([O:14][CH3:15])=[O:13])[CH2:6]1)=[O:4].C(N(CC)CC)C.CS(C)=O.C(Cl)Cl, predict the reaction product. The product is: [CH3:15][O:14][C:12]([CH:7]1[CH2:8][C:9](=[O:11])[CH2:10][CH:5]([C:3]([O:2][CH3:1])=[O:4])[CH2:6]1)=[O:13].